From a dataset of Reaction yield outcomes from USPTO patents with 853,638 reactions. Predict the reaction yield, written as a fraction of the theoretical maximum amount of product (1.0 means a 100% yield; for example, 0.34 means a 34% yield). (1) The reactants are CN(C)[CH:3]=[O:4].[Br:6][C:7]1[CH:13]=[CH:12][C:10](O)=[CH:9][C:8]=1[OH:14].[H-].[Na+].[CH2:17](Br)[C:18]1[CH:23]=[CH:22][CH:21]=[CH:20][CH:19]=1. The catalyst is C(Cl)Cl.CCCCCC. The product is [CH2:17]([O:14][C:8]1[CH:9]=[C:10]([O:4][CH2:3][C:7]2[CH:13]=[CH:12][CH:10]=[CH:9][CH:8]=2)[CH:12]=[CH:13][C:7]=1[Br:6])[C:18]1[CH:23]=[CH:22][CH:21]=[CH:20][CH:19]=1. The yield is 0.660. (2) The reactants are [CH2:1]([O:8][CH2:9][CH2:10][NH:11][C:12]1[N:17]=[C:16]([O:18][CH3:19])[C:15]([N+:20]([O-])=O)=[C:14]([O:23][CH3:24])[N:13]=1)[C:2]1[CH:7]=[CH:6][CH:5]=[CH:4][CH:3]=1. The catalyst is C(O)(=O)C.[Zn]. The product is [CH2:1]([O:8][CH2:9][CH2:10][NH:11][C:12]1[N:13]=[C:14]([O:23][CH3:24])[C:15]([NH2:20])=[C:16]([O:18][CH3:19])[N:17]=1)[C:2]1[CH:7]=[CH:6][CH:5]=[CH:4][CH:3]=1. The yield is 1.00. (3) The reactants are [CH:1]([C@@H:4]1[NH:9][C:8](=O)[C@H:7]([CH:11]([CH3:13])[CH3:12])[NH:6][C:5]1=O)([CH3:3])[CH3:2].B.C1COCC1. The catalyst is C1COCC1. The product is [CH:11]([C@H:7]1[CH2:8][NH:9][C@@H:4]([CH:1]([CH3:3])[CH3:2])[CH2:5][NH:6]1)([CH3:13])[CH3:12]. The yield is 0.750. (4) The reactants are F[C:2]1[C:10]([CH3:11])=[CH:9][C:5]([C:6]([OH:8])=[O:7])=[CH:4][N:3]=1.[CH:12]1([OH:16])[CH2:15][CH2:14][CH2:13]1. No catalyst specified. The product is [CH:12]1([O:16][C:2]2[C:10]([CH3:11])=[CH:9][C:5]([C:6]([OH:8])=[O:7])=[CH:4][N:3]=2)[CH2:15][CH2:14][CH2:13]1. The yield is 0.880. (5) The reactants are C[O:2][C:3](=[O:19])[CH:4]([S:13][CH:14]1[CH2:18][CH2:17][CH2:16][CH2:15]1)[C:5]1[CH:10]=[CH:9][C:8]([Cl:11])=[C:7]([Cl:12])[CH:6]=1.[OH-].[K+]. The catalyst is C(O)C.O. The product is [CH:14]1([S:13][CH:4]([C:5]2[CH:10]=[CH:9][C:8]([Cl:11])=[C:7]([Cl:12])[CH:6]=2)[C:3]([OH:19])=[O:2])[CH2:18][CH2:17][CH2:16][CH2:15]1. The yield is 0.900. (6) The reactants are C[O:2][C:3](=[O:23])[C:4]1[CH:9]=[C:8]([O:10][C:11]2[CH:16]=[CH:15][CH:14]=[CH:13][C:12]=2[NH2:17])[CH:7]=[CH:6][C:5]=1[NH:18][C:19](=[O:22])[CH2:20][CH3:21].[C:24]1([N:30]=[C:31]=[O:32])[CH:29]=[CH:28][CH:27]=[CH:26][CH:25]=1. The catalyst is C(Cl)Cl. The product is [C:24]1([NH:30][C:31](=[O:32])[NH:17][C:12]2[CH:13]=[CH:14][CH:15]=[CH:16][C:11]=2[O:10][C:8]2[CH:7]=[CH:6][C:5]([NH:18][C:19](=[O:22])[CH2:20][CH3:21])=[C:4]([CH:9]=2)[C:3]([OH:2])=[O:23])[CH:29]=[CH:28][CH:27]=[CH:26][CH:25]=1. The yield is 0.800. (7) The reactants are [CH2:1]([O:8][C:9]1([C:12]2[CH:17]=[CH:16][C:15]([C:18]#[C:19][C:20]3[CH:30]=[CH:29][C:23]([C:24]([O:26]CC)=[O:25])=[CH:22][CH:21]=3)=[CH:14][C:13]=2[CH3:31])[CH2:11][CH2:10]1)[C:2]1[CH:7]=[CH:6][CH:5]=[CH:4][CH:3]=1.[OH-].[Na+]. The catalyst is C(O)C.O1CCCC1. The product is [CH2:1]([O:8][C:9]1([C:12]2[CH:17]=[CH:16][C:15]([C:18]#[C:19][C:20]3[CH:21]=[CH:22][C:23]([C:24]([OH:26])=[O:25])=[CH:29][CH:30]=3)=[CH:14][C:13]=2[CH3:31])[CH2:11][CH2:10]1)[C:2]1[CH:7]=[CH:6][CH:5]=[CH:4][CH:3]=1. The yield is 0.760. (8) The reactants are [CH3:1][C:2]1[CH:7]=[CH:6][CH:5]=[C:4]([CH3:8])[C:3]=1[N:9]1[CH2:13][C:12]2([C:17]([O:19]C)=[O:18])[CH2:14][CH2:15][CH2:16][CH:11]2[C:10]1=[O:21].Cl. The catalyst is [Li+].[OH-].CO.O. The product is [CH3:1][C:2]1[CH:7]=[CH:6][CH:5]=[C:4]([CH3:8])[C:3]=1[N:9]1[CH2:13][C:12]2([C:17]([OH:19])=[O:18])[CH2:14][CH2:15][CH2:16][CH:11]2[C:10]1=[O:21]. The yield is 0.820. (9) The yield is 0.830. The catalyst is C(Cl)Cl. The reactants are [Cl:1][C:2]1[N:7]=[C:6](S(C)=O)[N:5]=[C:4]2[N:11]([C:16]3[C:21]([F:22])=[CH:20][CH:19]=[CH:18][C:17]=3[F:23])[C:12](=[O:15])[NH:13][CH2:14][C:3]=12.[N:24]1([CH:30]2[CH2:35][CH2:34][NH:33][CH2:32][CH2:31]2)[CH2:29][CH2:28][CH2:27][CH2:26][CH2:25]1.C(N(CC)C(C)C)(C)C. The product is [N:24]1([CH:30]2[CH2:35][CH2:34][N:33]([C:6]3[N:5]=[C:4]4[N:11]([C:16]5[C:21]([F:22])=[CH:20][CH:19]=[CH:18][C:17]=5[F:23])[C:12](=[O:15])[NH:13][CH2:14][C:3]4=[C:2]([Cl:1])[N:7]=3)[CH2:32][CH2:31]2)[CH2:29][CH2:28][CH2:27][CH2:26][CH2:25]1.